This data is from Full USPTO retrosynthesis dataset with 1.9M reactions from patents (1976-2016). The task is: Predict the reactants needed to synthesize the given product. (1) Given the product [CH3:1][C:2]1([CH3:12])[CH2:7][CH:6]([CH2:8][CH:9]=[O:10])[CH2:5][CH2:4][O:3]1, predict the reactants needed to synthesize it. The reactants are: [CH3:1][C:2]1([CH3:12])[CH2:7][CH:6](/[CH:8]=[CH:9]/[O:10]C)[CH2:5][CH2:4][O:3]1.Cl. (2) Given the product [CH3:1][C:2]1[CH:7]=[CH:6][CH:5]=[CH:4][C:3]=1[C:8]1[O:12][N:11]=[CH:10][C:9]=1[C:13]([N:39]1[CH2:44][CH2:43][CH2:42][CH:41]([C:45]([OH:48])([CH3:47])[CH3:46])[CH2:40]1)=[O:15], predict the reactants needed to synthesize it. The reactants are: [CH3:1][C:2]1[CH:7]=[CH:6][CH:5]=[CH:4][C:3]=1[C:8]1[O:12][N:11]=[CH:10][C:9]=1[C:13]([OH:15])=O.CN(C(ON1N=NC2C=CC=CC1=2)=[N+](C)C)C.[B-](F)(F)(F)F.Cl.[NH:39]1[CH2:44][CH2:43][CH2:42][CH:41]([C:45]([OH:48])([CH3:47])[CH3:46])[CH2:40]1.C(N(CC)CC)C. (3) Given the product [CH:1]1([N:4]([CH2:5][C:6]2[CH:15]=[C:14]3[C:9]([NH:10][C:11](=[O:19])[C:12]4[N:13]3[CH:16]=[CH:17][CH:18]=4)=[CH:8][CH:7]=2)[S:28]([CH3:27])(=[O:30])=[O:29])[CH2:3][CH2:2]1, predict the reactants needed to synthesize it. The reactants are: [CH:1]1([NH:4][CH2:5][C:6]2[CH:15]=[C:14]3[C:9]([NH:10][C:11](=[O:19])[C:12]4[N:13]3[CH:16]=[CH:17][CH:18]=4)=[CH:8][CH:7]=2)[CH2:3][CH2:2]1.C(N(CC)CC)C.[CH3:27][S:28](Cl)(=[O:30])=[O:29]. (4) The reactants are: O[CH2:2][C@H:3]([NH:5][C:6](=[O:12])[O:7][C:8]([CH3:11])([CH3:10])[CH3:9])[CH3:4].C1(P(C2C=CC=CC=2)C2C=CC=CC=2)C=CC=CC=1.BrN1C(=O)CCC1=O.[Br-].[S-:41][C:42]#[N:43].[Na+]. Given the product [S:41]([CH2:2][C@H:3]([NH:5][C:6](=[O:12])[O:7][C:8]([CH3:11])([CH3:10])[CH3:9])[CH3:4])[C:42]#[N:43], predict the reactants needed to synthesize it. (5) Given the product [CH3:23][O:22][CH2:21][CH2:20][N:5]([CH2:4][CH2:3][O:2][CH3:1])[S:6]([C:9]1[C:14]([Cl:15])=[CH:13][CH:12]=[C:11]([NH2:16])[C:10]=1[OH:19])(=[O:7])=[O:8], predict the reactants needed to synthesize it. The reactants are: [CH3:1][O:2][CH2:3][CH2:4][N:5]([CH2:20][CH2:21][O:22][CH3:23])[S:6]([C:9]1[C:14]([Cl:15])=[CH:13][CH:12]=[C:11]([N+:16]([O-])=O)[C:10]=1[OH:19])(=[O:8])=[O:7].[H][H]. (6) Given the product [I:10][C:2]1[CH:7]=[CH:6][N:5]=[C:4]([S:8][CH3:9])[N:3]=1, predict the reactants needed to synthesize it. The reactants are: Cl[C:2]1[CH:7]=[CH:6][N:5]=[C:4]([S:8][CH3:9])[N:3]=1.[IH:10].C(=O)(O)[O-].[Na+].C(=O)([O-])[O-].[Na+].[Na+]. (7) Given the product [CH2:30]([N:29]([CH2:28][C:27]1[CH:32]=[CH:33][CH:34]=[CH:35][C:26]=1[F:25])[C:20](=[O:22])[CH2:19][O:18][C:17]1[CH:16]=[CH:15][C:14]([CH2:13][CH2:12][S:11][C:6]2[CH:7]=[CH:8][CH:9]=[CH:10][C:5]=2[C:3]([O:2][CH3:1])=[O:4])=[CH:24][CH:23]=1)[CH3:31], predict the reactants needed to synthesize it. The reactants are: [CH3:1][O:2][C:3]([C:5]1[CH:10]=[CH:9][CH:8]=[CH:7][C:6]=1[S:11][CH2:12][CH2:13][C:14]1[CH:24]=[CH:23][C:17]([O:18][CH2:19][C:20]([OH:22])=O)=[CH:16][CH:15]=1)=[O:4].[F:25][C:26]1[CH:35]=[CH:34][CH:33]=[CH:32][C:27]=1[CH2:28][NH:29][CH2:30][CH3:31].F[B-](F)(F)F.N1(OC(N(C)C)=[N+](C)C)C2C=CC=CC=2N=N1.C(N(C(C)C)C(C)C)C. (8) The reactants are: C(Cl)(=O)C(Cl)=O.CS(C)=O.[CH2:11]([CH:18]([CH:21](O)[CH3:22])[CH2:19]O)[C:12]1[CH:17]=[CH:16][CH:15]=[CH:14][CH:13]=1.C(N(CC)CC)C.[NH2:31][C:32]1[C:36]([C:37]([O:39][CH2:40][CH3:41])=[O:38])=[CH:35][NH:34][N:33]=1. Given the product [CH2:11]([C:18]1[CH:19]=[N:31][C:32]2[N:33]([N:34]=[CH:35][C:36]=2[C:37]([O:39][CH2:40][CH3:41])=[O:38])[C:21]=1[CH3:22])[C:12]1[CH:17]=[CH:16][CH:15]=[CH:14][CH:13]=1, predict the reactants needed to synthesize it.